From a dataset of Full USPTO retrosynthesis dataset with 1.9M reactions from patents (1976-2016). Predict the reactants needed to synthesize the given product. (1) Given the product [F:1][C:2]1[CH:7]=[CH:6][CH:5]=[CH:4][C:3]=1[N:8]1[C:13]([CH3:14])=[CH:12][CH:11]=[C:10]([C:15]([OH:20])=[O:18])[C:9]1=[O:17], predict the reactants needed to synthesize it. The reactants are: [F:1][C:2]1[CH:7]=[CH:6][CH:5]=[CH:4][C:3]=1[N:8]1[C:13]([CH3:14])=[CH:12][CH:11]=[C:10]([C:15]#N)[C:9]1=[O:17].[OH2:18].S(=O)(=O)(O)[OH:20]. (2) Given the product [C:15]([C:13]1[CH:12]=[C:11]([Cl:18])[N:10]=[C:9]([N:6]2[CH2:7][CH2:8][CH:3]([NH:2][C:27]([C:21]3[NH:22][C:23]([CH3:26])=[C:24]([Cl:25])[C:20]=3[Cl:19])=[O:28])[CH2:4][CH2:5]2)[CH:14]=1)(=[O:17])[CH3:16], predict the reactants needed to synthesize it. The reactants are: Cl.[NH2:2][CH:3]1[CH2:8][CH2:7][N:6]([C:9]2[CH:14]=[C:13]([C:15](=[O:17])[CH3:16])[CH:12]=[C:11]([Cl:18])[N:10]=2)[CH2:5][CH2:4]1.[Cl:19][C:20]1[C:24]([Cl:25])=[C:23]([CH3:26])[NH:22][C:21]=1[C:27](NC1CCN(C2C=C(C3N=CON=3)C=C(Cl)N=2)CC1)=[O:28]. (3) Given the product [Cl:32][C:33]1[CH:38]=[C:37]([Cl:39])[CH:36]=[CH:35][C:34]=1[C:40]1[N:41]=[C:42]([CH2:65][CH3:66])[C:43]([NH:48][C@H:49]2[C@@H:53]([O:54][CH2:69][CH2:68][F:67])[CH2:52][N:51]([C:55]([O:57][CH2:58][C:59]3[CH:60]=[CH:61][CH:62]=[CH:63][CH:64]=3)=[O:56])[CH2:50]2)=[N:44][C:45]=1[CH2:46][CH3:47], predict the reactants needed to synthesize it. The reactants are: ClC1C=C(Cl)C=CC=1C1N=C(CC)C(N[C@@H]2C3C(=CC=CC=3)C[C@@H]2OCC)=NC=1CC.[Cl:32][C:33]1[CH:38]=[C:37]([Cl:39])[CH:36]=[CH:35][C:34]=1[C:40]1[N:41]=[C:42]([CH2:65][CH3:66])[C:43]([NH:48][C@H:49]2[C@@H:53]([OH:54])[CH2:52][N:51]([C:55]([O:57][CH2:58][C:59]3[CH:64]=[CH:63][CH:62]=[CH:61][CH:60]=3)=[O:56])[CH2:50]2)=[N:44][C:45]=1[CH2:46][CH3:47].[F:67][CH2:68][CH2:69]Br. (4) Given the product [CH:30]1([CH2:29][N:22]2[CH2:21][C@H:20]([CH3:25])[N:16]3[C:17]4[CH:18]=[CH:19][C:11]([O:10][CH:7]5[CH2:8][CH2:9][N:4]([CH:1]([CH3:3])[CH3:2])[CH2:5][CH2:6]5)=[CH:12][C:13]=4[CH:14]=[C:15]3[C:23]2=[O:24])[CH2:32][CH2:31]1, predict the reactants needed to synthesize it. The reactants are: [CH:1]([N:4]1[CH2:9][CH2:8][CH:7]([O:10][C:11]2[CH:19]=[CH:18][C:17]3[N:16]4[C@@H:20]([CH3:25])[CH2:21][NH:22][C:23](=[O:24])[C:15]4=[CH:14][C:13]=3[CH:12]=2)[CH2:6][CH2:5]1)([CH3:3])[CH3:2].[H-].[Na+].Br[CH2:29][CH:30]1[CH2:32][CH2:31]1. (5) Given the product [O:7]1[C:6]2[CH:11]=[CH:12][C:3]([CH2:1][CH2:2][OH:27])=[CH:4][C:5]=2[O:10][CH2:9][CH2:8]1, predict the reactants needed to synthesize it. The reactants are: [CH:1]([C:3]1[CH:12]=[CH:11][C:6]2[O:7][CH2:8][CH2:9][O:10][C:5]=2[CH:4]=1)=[CH2:2].B1C2CCCC1CCC2.[OH-].[Na+].OO.S([O-])([O-])=[O:27].[Na+].[Na+].